Dataset: Drug-target binding data from BindingDB using IC50 measurements. Task: Regression. Given a target protein amino acid sequence and a drug SMILES string, predict the binding affinity score between them. We predict pIC50 (pIC50 = -log10(IC50 in M); higher means more potent). Dataset: bindingdb_ic50. The compound is Nc1ncnc2c1c(-c1ccc(O)nc1)nn2Cc1cc2ccccc2nc1-c1ccccc1F. The target protein (P27986) has sequence MSAEGYQYRALYDYKKEREEDIDLHLGDILTVNKGSLVALGFSDGQEARPEEIGWLNGYNETTGERGDFPGTYVEYIGRKKISPPTPKPRPPRPLPVAPGSSKTEADVEQQALTLPDLAEQFAPPDIAPPLLIKLVEAIEKKGLECSTLYRTQSSSNLAELRQLLDCDTPSVDLEMIDVHVLADAFKRYLLDLPNPVIPAAVYSEMISLAPEVQSSEEYIQLLKKLIRSPSIPHQYWLTLQYLLKHFFKLSQTSSKNLLNARVLSEIFSPMLFRFSAASSDNTENLIKVIEILISTEWNERQPAPALPPKPPKPTTVANNGMNNNMSLQDAEWYWGDISREEVNEKLRDTADGTFLVRDASTKMHGDYTLTLRKGGNNKLIKIFHRDGKYGFSDPLTFSSVVELINHYRNESLAQYNPKLDVKLLYPVSKYQQDQVVKEDNIEAVGKKLHEYNTQFQEKSREYDRLYEEYTRTSQEIQMKRTAIEAFNETIKIFEEQCQT.... The pIC50 is 6.0.